From a dataset of Forward reaction prediction with 1.9M reactions from USPTO patents (1976-2016). Predict the product of the given reaction. (1) The product is: [F:21][C:18]1[CH:19]=[CH:20][C:15]([NH:14][C:10]2[N:9]=[C:8]([C:4]3[S:3][C:2]([NH:1][CH2:45][CH2:46][OH:47])=[N:6][C:5]=3[CH3:7])[CH:13]=[CH:12][N:11]=2)=[CH:16][CH:17]=1. Given the reactants [NH2:1][C:2]1[S:3][C:4]([C:8]2[CH:13]=[CH:12][N:11]=[C:10]([NH:14][C:15]3[CH:20]=[CH:19][C:18]([F:21])=[CH:17][CH:16]=3)[N:9]=2)=[C:5]([CH3:7])[N:6]=1.CC1N=C(N[CH2:45][CH2:46][OH:47])SC=1C1C=CN=C(NC2C=CC=C([N+]([O-])=O)C=2)N=1, predict the reaction product. (2) Given the reactants [CH3:1][O:2][C:3]1[CH:8]=[CH:7][CH:6]=[CH:5][C:4]=1[C:9]1[N:14]=[CH:13][N:12]=[C:11]([NH:15][C:16]2[CH:17]=[C:18]([CH2:22][S:23]([NH2:26])(=[O:25])=[O:24])[CH:19]=[CH:20][CH:21]=2)[N:10]=1.ClC1N=CN=C(NC2C=C(CS(N)(=O)=[O:43])C=CC=2)N=1.O1C2C=CC=C(B(O)O)C=2OC1, predict the reaction product. The product is: [O:43]1[C:8]2[CH:7]=[CH:6][CH:5]=[C:4]([C:9]3[N:14]=[CH:13][N:12]=[C:11]([NH:15][C:16]4[CH:17]=[C:18]([CH2:22][S:23]([NH2:26])(=[O:25])=[O:24])[CH:19]=[CH:20][CH:21]=4)[N:10]=3)[C:3]=2[O:2][CH2:1]1. (3) Given the reactants [C:1]([O:5][C:6]([N:8]1[CH2:13][CH2:12][CH:11]([OH:14])[CH2:10][CH2:9]1)=[O:7])([CH3:4])([CH3:3])[CH3:2].CCN(CC)CC.[CH3:22][S:23](Cl)(=[O:25])=[O:24], predict the reaction product. The product is: [CH3:22][S:23]([O:14][CH:11]1[CH2:12][CH2:13][N:8]([C:6]([O:5][C:1]([CH3:4])([CH3:2])[CH3:3])=[O:7])[CH2:9][CH2:10]1)(=[O:25])=[O:24]. (4) Given the reactants [Cl:1][C:2]1[CH:3]=[C:4]([NH:9][C:10]([NH2:12])=[S:11])[CH:5]=[CH:6][C:7]=1[Cl:8].[CH3:13][O:14][C:15](=[O:34])[CH:16]([O:23][C:24]1[CH:29]=[CH:28][CH:27]=[C:26]([C:30](=O)[CH2:31]Br)[CH:25]=1)[C:17]1[CH:22]=[CH:21][CH:20]=[CH:19][CH:18]=1, predict the reaction product. The product is: [CH3:13][O:14][C:15](=[O:34])[CH:16]([O:23][C:24]1[CH:29]=[CH:28][CH:27]=[C:26]([C:30]2[N:12]=[C:10]([NH:9][C:4]3[CH:5]=[CH:6][C:7]([Cl:8])=[C:2]([Cl:1])[CH:3]=3)[S:11][CH:31]=2)[CH:25]=1)[C:17]1[CH:18]=[CH:19][CH:20]=[CH:21][CH:22]=1. (5) Given the reactants [CH3:1][O:2][C:3]1[CH:4]=[C:5]([CH:8]=[C:9]([O:11][CH3:12])[CH:10]=1)[CH2:6][NH2:7].[Cl:13][C:14]1[CH:19]=[N:18][CH:17]=[C:16](Cl)[N:15]=1, predict the reaction product. The product is: [Cl:13][C:14]1[N:15]=[C:16]([NH:7][CH2:6][C:5]2[CH:8]=[C:9]([O:11][CH3:12])[CH:10]=[C:3]([O:2][CH3:1])[CH:4]=2)[CH:17]=[N:18][CH:19]=1. (6) Given the reactants [CH:1]([C:3]1[CH:4]=[C:5]([C:9]([O:11][CH3:12])=[O:10])[NH:6][C:7]=1I)=[O:2].[C:13]1([C:19]([C:24]2[CH:29]=[CH:28][CH:27]=[CH:26][CH:25]=2)([C:22]#[CH:23])[CH2:20][OH:21])[CH:18]=[CH:17][CH:16]=[CH:15][CH:14]=1.[CH:43]1[CH:48]=[CH:47][C:46](P([C:43]2[CH:48]=[CH:47][CH:46]=[CH:45][CH:44]=2)[C:43]2[CH:48]=[CH:47][CH:46]=[CH:45][CH:44]=2)=[CH:45][CH:44]=1.[K+].[Br-], predict the reaction product. The product is: [CH2:19]([N:6]1[C:7]([C:23]#[C:22][C:19]([C:13]2[CH:14]=[CH:15][CH:16]=[CH:17][CH:18]=2)([C:24]2[CH:25]=[CH:26][CH:27]=[CH:28][CH:29]=2)[CH2:20][OH:21])=[C:3]([CH:1]=[O:2])[CH:4]=[C:5]1[C:9]([O:11][CH2:12][C:43]1[CH:44]=[CH:45][CH:46]=[CH:47][CH:48]=1)=[O:10])[C:13]1[CH:18]=[CH:17][CH:16]=[CH:15][CH:14]=1. (7) Given the reactants Cl.CN[C:4](=[O:15])[C:5]1[CH:10]=[CH:9][CH:8]=[C:7]([CH:11]=[N:12][CH3:13])[C:6]=1[OH:14].C1C[O:19]CC1, predict the reaction product. The product is: [CH3:13][NH:12][C:11](=[O:19])[C:7]1[CH:8]=[CH:9][CH:10]=[C:5]([CH:4]=[O:15])[C:6]=1[OH:14].